From a dataset of Reaction yield outcomes from USPTO patents with 853,638 reactions. Predict the reaction yield, written as a fraction of the theoretical maximum amount of product (1.0 means a 100% yield; for example, 0.34 means a 34% yield). (1) The reactants are [O:1]=[C:2]1[CH2:11][C:10]2[C:9]([N:12]3[CH2:17][CH2:16][N:15]([CH2:18][CH2:19][CH2:20][CH2:21][O:22][C:23]4[N:32]=[C:31]5[C:26]([CH:27]=[CH:28][C:29](=[O:33])[NH:30]5)=[CH:25][CH:24]=4)[CH2:14][CH2:13]3)=[CH:8][CH:7]=[CH:6][C:5]=2[CH2:4][CH2:3]1.[BH4-].[Na+]. The catalyst is CO. The product is [OH:1][CH:2]1[CH2:11][C:10]2[C:9]([N:12]3[CH2:13][CH2:14][N:15]([CH2:18][CH2:19][CH2:20][CH2:21][O:22][C:23]4[N:32]=[C:31]5[C:26]([CH:27]=[CH:28][C:29](=[O:33])[NH:30]5)=[CH:25][CH:24]=4)[CH2:16][CH2:17]3)=[CH:8][CH:7]=[CH:6][C:5]=2[CH2:4][CH2:3]1. The yield is 0.500. (2) The yield is 0.330. The catalyst is CCO.[Pd]. The reactants are [C:1]([C:5]1[C:6]([N+:17]([O-])=O)=[C:7]([OH:16])[C:8]([OH:15])=[C:9]([C:11]([CH3:14])([CH3:13])[CH3:12])[CH:10]=1)([CH3:4])([CH3:3])[CH3:2]. The product is [C:1]([C:5]1[C:6]([NH2:17])=[C:7]([OH:16])[C:8]([OH:15])=[C:9]([C:11]([CH3:14])([CH3:13])[CH3:12])[CH:10]=1)([CH3:4])([CH3:2])[CH3:3]. (3) The catalyst is C1(C)C=CC=CC=1.C1C=CC([P]([Pd]([P](C2C=CC=CC=2)(C2C=CC=CC=2)C2C=CC=CC=2)([P](C2C=CC=CC=2)(C2C=CC=CC=2)C2C=CC=CC=2)[P](C2C=CC=CC=2)(C2C=CC=CC=2)C2C=CC=CC=2)(C2C=CC=CC=2)C2C=CC=CC=2)=CC=1. The reactants are [Cl:1][C:2]1[CH:7]=[CH:6][C:5](B(O)O)=[CH:4][CH:3]=1.C(=O)([O-])[O-].[K+].[K+].[CH:17]12[CH2:22][CH:21]1[CH2:20][N:19]([C:23](=[O:33])[C:24]([C:27]1[S:28][CH:29]=[C:30](Br)[N:31]=1)([F:26])[F:25])[CH2:18]2.C(O)C. The product is [CH:21]12[CH2:22][CH:17]1[CH2:18][N:19]([C:23](=[O:33])[C:24]([C:27]1[S:28][CH:29]=[C:30]([C:5]3[CH:6]=[CH:7][C:2]([Cl:1])=[CH:3][CH:4]=3)[N:31]=1)([F:26])[F:25])[CH2:20]2. The yield is 0.739. (4) The reactants are [O:1]([CH2:8][CH2:9][CH2:10][Br:11])[C:2]1[CH:7]=[CH:6][CH:5]=[CH:4][CH:3]=1.[C:12]1([P:18]([C:25]2[CH:30]=[CH:29][CH:28]=[CH:27][CH:26]=2)[C:19]2[CH:24]=[CH:23][CH:22]=[CH:21][CH:20]=2)[CH:17]=[CH:16][CH:15]=[CH:14][CH:13]=1. The catalyst is C1(C)C=CC=CC=1. The product is [Br-:11].[O:1]([CH2:8][CH2:9][CH2:10][P+:18]([C:19]1[CH:20]=[CH:21][CH:22]=[CH:23][CH:24]=1)([C:25]1[CH:30]=[CH:29][CH:28]=[CH:27][CH:26]=1)[C:12]1[CH:13]=[CH:14][CH:15]=[CH:16][CH:17]=1)[C:2]1[CH:7]=[CH:6][CH:5]=[CH:4][CH:3]=1. The yield is 0.850. (5) The catalyst is C1COCC1.[Cu]I. The yield is 0.670. The reactants are CN(C)CCN(C)C.[Li][CH2:10][CH2:11][CH2:12]C.[Cl:14][C:15]1[N:20]=[C:19]([NH:21][C:22](=[O:28])[O:23][C:24]([CH3:27])([CH3:26])[CH3:25])[CH:18]=[CH:17][CH:16]=1.ClCCCI. The product is [Cl:14][C:15]1[N:20]=[C:19]2[C:18]([CH2:10][CH2:11][CH2:12][N:21]2[C:22]([O:23][C:24]([CH3:25])([CH3:27])[CH3:26])=[O:28])=[CH:17][CH:16]=1. (6) The reactants are P(Cl)(Cl)(Cl)=O.CN(C)[CH:8]=[O:9].[CH3:11][O:12][C:13]([C:15]1[NH:16][CH:17]=[C:18]([CH3:20])[CH:19]=1)=[O:14].[OH-].[Na+]. The catalyst is ClCCl. The product is [CH3:11][O:12][C:13]([C:15]1[NH:16][C:17]([CH:8]=[O:9])=[C:18]([CH3:20])[CH:19]=1)=[O:14]. The yield is 0.960.